The task is: Predict the product of the given reaction.. This data is from Forward reaction prediction with 1.9M reactions from USPTO patents (1976-2016). Given the reactants [OH:1][CH2:2][CH2:3][O:4][C:5]1[C:10]([CH3:11])=[CH:9][C:8]([C:12]2[NH:21][C:20](=[O:22])[C:19]3[C:14](=[CH:15][C:16]([O:25][CH3:26])=[CH:17][C:18]=3[O:23][CH3:24])[N:13]=2)=[CH:7][C:6]=1[CH3:27].[CH2:28]([N:31]=[C:32]=[O:33])[CH2:29][CH3:30], predict the reaction product. The product is: [CH2:28]([NH:31][C:32](=[O:33])[O:1][CH2:2][CH2:3][O:4][C:5]1[C:10]([CH3:11])=[CH:9][C:8]([C:12]2[NH:21][C:20](=[O:22])[C:19]3[C:14](=[CH:15][C:16]([O:25][CH3:26])=[CH:17][C:18]=3[O:23][CH3:24])[N:13]=2)=[CH:7][C:6]=1[CH3:27])[CH2:29][CH3:30].